Dataset: Experimentally validated miRNA-target interactions with 360,000+ pairs, plus equal number of negative samples. Task: Binary Classification. Given a miRNA mature sequence and a target amino acid sequence, predict their likelihood of interaction. (1) The miRNA is hsa-miR-6733-3p with sequence UCAGUGUCUGGAUUUCCUAG. The protein sequence of the target gene is MWLSPEEVLVANALWVTERANPFFVLQRRRGHGRGGGLTGLLVGTLDVVLDSSARVAPYRILHQTQDSQVYWTVACGSSRKEITKHWEWLENNLLQTLSIFDSEEDITTFVKGKIHGIIAEENKNLQPQGDEDPGKFKEAELKMRKQFGMPEGEKLVNYYSCSYWKGRVPRQGWLYLTVNHLCFYSFLLGKEVSLVVQWVDITRLEKNATLLFPESIRVDTRDQELFFSMFLNIGETFKLMEQLANLAMRQLLDSEGFLEDKALPRPIRPHRNISALKRDLDARAKNECYRATFRLPRDE.... Result: 0 (no interaction). (2) The miRNA is mmu-miR-466l-5p with sequence UUGUGUGUACAUGUACAUGUAU. The protein sequence of the target gene is MGCNPPYHLSYRLRLLLLFTLCLTVVGWATSNYFVGAIQVIPKAKDFMASFHKVIHLGNEETLGHDGATKKPELANCPSVSPNLRGQSKLVFKPDLTLEEIEAENPKVSRGRYHPEECKALQRVAILIPHRNREKHLIYLLEHLHPFLQRQQLDYGIYIIHQTGSKKFNRAKLLNVGYLEALKEENWDCFVFHDVDLVPENDFNLYTCGDQPKHLVVGRNSTGYRLRYSKYFGGVTALSREQFLKVNGFSNNYWGWGGEDDDLRLRVELHKMKISRPKPDVGKYTMIFHTRDKGNEVNMG.... Result: 0 (no interaction). (3) The miRNA is mmu-miR-297a-5p with sequence AUGUAUGUGUGCAUGUGCAUGU. The protein sequence of the target gene is MRRAVGFPALCLLLNLHAAGCFSRNNDHFLAIRQKKSWKPVFIYDHSQDIKKSLDIAQEAYKHNYHSPSEVQISKHHQIINSAFPRPAYDPSLNLLAESDQDLEIENLPIPAANVIVVTLQMDITKLNITLLRIFRQGVAAALGLLPQQVHINRLIEKKNQVELFVSPGNRKPGETQALQAEEVLRSLNVDGLHQSLPQFGITDVAPEKNVLQGQHEADKIWSKEGFYAVVIFLSIFIIIVTCLMIIYRLKERLQLSLRQDKEKNQEIHLSPIARQQAQSEAKTTHSMVQPDQAPKVLNV.... Result: 1 (interaction). (4) The protein sequence of the target gene is MQPDMSLDNIKMASSDLLEKTDLDSGGFGKVSLCYHRSHGFVILKKVYTGPNRAEYNEVLLEEGKMMHRLRHSRVVKLLGIIIEEGNYSLVMEYMEKGNLMHVLKTQIDVPLSLKGRIIVEAIEGMCYLHDKGVIHKDLKPENILVDRDFHIKIADLGVASFKTWSKLTKEKDNKQKEVSSTTKKNNGGTLYYMAPEHLNDINAKPTEKSDVYSFGIVLWAIFAKKEPYENVICTEQFVICIKSGNRPNVEEILEYCPREIISLMERCWQAIPEDRPTFLGIEEEFRPFYLSHFEEYVEE.... Result: 0 (no interaction). The miRNA is hsa-miR-7162-5p with sequence UGCUUCCUUUCUCAGCUG. (5) The miRNA is hsa-miR-580-3p with sequence UUGAGAAUGAUGAAUCAUUAGG. The protein sequence of the target gene is MAEQLSPGKAVDQVCTFLFKKPGRKGAAGRRKRPACDPEPGESGSSSDEGCTVVRPEKKRVTHNPMIQKTRDSGKQKAAYGDLSSEEEEENEPESLGVVYKSTRSAKPVGPEDMGATAVYELDTEKERDAQAIFERSQKIQEELRGKEDDKIYRGINNYQKYMKPKDTSMGNASSGMVRKGPIRAPEHLRATVRWDYQPDICKDYKETGFCGFGDSCKFLHDRSDYKHGWQIERELDEGRYGVYEDENYEVGSDDEEIPFKCFICRQSFQNPVVTKCRHYFCESCALQHFRTTPRCYVCD.... Result: 0 (no interaction).